Task: Predict the reaction yield, written as a fraction of the theoretical maximum amount of product (1.0 means a 100% yield; for example, 0.34 means a 34% yield).. Dataset: Reaction yield outcomes from USPTO patents with 853,638 reactions (1) The reactants are C[O:2][C:3](=[O:37])[CH2:4][CH2:5][CH:6]([NH:22][C:23](=[O:36])[CH2:24][CH2:25][CH2:26][CH2:27][CH2:28][CH2:29][C:30]1[CH:35]=[CH:34][CH:33]=[CH:32][CH:31]=1)[CH2:7][C:8]1[CH:13]=[CH:12][C:11]([O:14][CH2:15][C:16]2[CH:21]=[CH:20][CH:19]=[CH:18][CH:17]=2)=[CH:10][CH:9]=1.[OH-].[Na+]. The catalyst is CO.C1COCC1. The product is [CH2:15]([O:14][C:11]1[CH:12]=[CH:13][C:8]([CH2:7][CH:6]([NH:22][C:23](=[O:36])[CH2:24][CH2:25][CH2:26][CH2:27][CH2:28][CH2:29][C:30]2[CH:31]=[CH:32][CH:33]=[CH:34][CH:35]=2)[CH2:5][CH2:4][C:3]([OH:37])=[O:2])=[CH:9][CH:10]=1)[C:16]1[CH:17]=[CH:18][CH:19]=[CH:20][CH:21]=1. The yield is 0.980. (2) The reactants are C[O:2][C:3]([C:5]1[C:6]([C:11]2[CH:16]=[CH:15][CH:14]=[C:13]([F:17])[CH:12]=2)=[N:7][O:8][C:9]=1[CH3:10])=[O:4].[OH-].[Na+]. The catalyst is CO. The product is [F:17][C:13]1[CH:12]=[C:11]([C:6]2[C:5]([C:3]([OH:4])=[O:2])=[C:9]([CH3:10])[O:8][N:7]=2)[CH:16]=[CH:15][CH:14]=1. The yield is 0.980.